From a dataset of Experimentally validated miRNA-target interactions with 360,000+ pairs, plus equal number of negative samples. Binary Classification. Given a miRNA mature sequence and a target amino acid sequence, predict their likelihood of interaction. The miRNA is hsa-miR-3664-3p with sequence UCUCAGGAGUAAAGACAGAGUU. The protein sequence of the target gene is MSSGQQPPRRVTNVGSLLLTPQENESLFSFLGKKCVTMSSAVVQLYAADRNCMWAKKCSGVACLVKDNPQRSYFLRIFDIKDGKLLWEQELYNNFVYNSPRGYFHTFAGDTCQVALNFANEEEAKKFRKAVTDLLGRRQRKSEKRRDAPNGPNLPMATVDIKNPEITTNRFYGSQVNNISHTKEKKKGKAKKKRLTKADIGTPSNFQHIGHVGWDPNTGFDLNNLDPELKNLFDMCGISEAQLKDRETSKVIYDFIEKTGGVEAVKNELRRQAPPPPPPSRGGPPPPPPPPHSSGPPPPP.... Result: 0 (no interaction).